This data is from Reaction yield outcomes from USPTO patents with 853,638 reactions. The task is: Predict the reaction yield, written as a fraction of the theoretical maximum amount of product (1.0 means a 100% yield; for example, 0.34 means a 34% yield). (1) The reactants are [OH-].[K+].C(=O)(OC)[O:4][C:5]1[CH:10]=[C:9]([N+:11]([O-:13])=[O:12])[C:8]([C:14]([CH3:17])([CH3:16])[CH3:15])=[CH:7][C:6]=1[Cl:18].Cl. The catalyst is CO. The product is [C:14]([C:8]1[C:9]([N+:11]([O-:13])=[O:12])=[CH:10][C:5]([OH:4])=[C:6]([Cl:18])[CH:7]=1)([CH3:17])([CH3:15])[CH3:16]. The yield is 0.680. (2) The reactants are Br[CH2:2][C:3]1[CH:13]=[CH:12][C:11]([Cl:14])=[CH:10][C:4]=1[C:5]([O:7]CC)=O.[CH:15]([C:18]1[CH:24]=[CH:23][C:21]([NH2:22])=[CH:20][CH:19]=1)([CH3:17])[CH3:16].[O-]CC.[Na+]. The catalyst is C(O)C. The product is [Cl:14][C:11]1[CH:10]=[C:4]2[C:3]([CH2:2][N:22]([C:21]3[CH:23]=[CH:24][C:18]([CH:15]([CH3:17])[CH3:16])=[CH:19][CH:20]=3)[C:5]2=[O:7])=[CH:13][CH:12]=1. The yield is 0.530. (3) The reactants are ClC([O:4][CH2:5][CH3:6])=O.[O:7]1[CH2:11][CH2:10][O:9][CH:8]1[C:12]1[CH:17]=[C:16]([O:18][CH3:19])[CH:15]=[CH:14][C:13]=1N.C([N:23]([CH2:26]C)CC)C.C1C[O:31]CC1. The product is [O:7]1[CH2:11][CH2:10][O:9][CH:8]1[C:12]1[CH:17]=[C:16]([O:18][CH3:19])[CH:15]=[CH:14][C:13]=1[CH2:6][CH2:5][O:4][NH:23][CH:26]=[O:31]. No catalyst specified. The yield is 1.00. (4) The reactants are [H-].[H-].[H-].[H-].[Li+].[Al+3].[F:7][C:8]1[CH:16]=[CH:15][CH:14]=[C:10]([C:11](O)=[O:12])[C:9]=1[C:17](O)=[O:18].[OH-].[Na+].O. The catalyst is C1COCC1. The product is [F:7][C:8]1[CH:16]=[CH:15][CH:14]=[C:10]([CH2:11][OH:12])[C:9]=1[CH2:17][OH:18]. The yield is 0.790. (5) The reactants are C([O:3][C:4](=[O:35])[CH2:5][CH2:6][C:7]1[CH:12]=[CH:11][CH:10]=[C:9]([N:13]2[C:17]([NH:18][C:19]([C:21]3[N:22]=[CH:23][C:24]4[C:29]([CH:30]=3)=[CH:28][CH:27]=[CH:26][CH:25]=4)=[O:20])=[CH:16][C:15]([C:31]([CH3:34])([CH3:33])[CH3:32])=[N:14]2)[CH:8]=1)C.[Li+].[OH-]. The catalyst is CO. The product is [C:31]([C:15]1[CH:16]=[C:17]([NH:18][C:19]([C:21]2[N:22]=[CH:23][C:24]3[C:29]([CH:30]=2)=[CH:28][CH:27]=[CH:26][CH:25]=3)=[O:20])[N:13]([C:9]2[CH:8]=[C:7]([CH2:6][CH2:5][C:4]([OH:35])=[O:3])[CH:12]=[CH:11][CH:10]=2)[N:14]=1)([CH3:34])([CH3:32])[CH3:33]. The yield is 0.880. (6) The reactants are [CH:1]1([N:7]2[C:16]3[C:11](=[CH:12][N:13]=[C:14]4[N:19](S(C5C=CC(C)=CC=5)(=O)=O)[CH:18]=[CH:17][C:15]4=3)[CH2:10][CH2:9][CH2:8]2)[CH2:6][CH2:5][CH2:4][CH2:3][CH2:2]1.[OH-].[Na+].CCOC(C)=O.O. The catalyst is O1CCOCC1. The product is [CH:1]1([N:7]2[C:16]3[C:11](=[CH:12][N:13]=[C:14]4[NH:19][CH:18]=[CH:17][C:15]4=3)[CH2:10][CH2:9][CH2:8]2)[CH2:2][CH2:3][CH2:4][CH2:5][CH2:6]1. The yield is 0.640.